This data is from Reaction yield outcomes from USPTO patents with 853,638 reactions. The task is: Predict the reaction yield, written as a fraction of the theoretical maximum amount of product (1.0 means a 100% yield; for example, 0.34 means a 34% yield). (1) The reactants are [BH4-].[Na+].[F:3][CH:4]([F:18])[O:5][CH2:6][C:7]1[N:12]=[C:11]([C:13](OCC)=[O:14])[CH:10]=[CH:9][CH:8]=1. The catalyst is CCO. The product is [F:18][CH:4]([F:3])[O:5][CH2:6][C:7]1[N:12]=[C:11]([CH2:13][OH:14])[CH:10]=[CH:9][CH:8]=1. The yield is 0.800. (2) The reactants are [OH:1][C:2]1([C:12]2[N:16]([S:17]([N:20]([CH3:22])[CH3:21])(=[O:19])=[O:18])[C:15]([C:23]([O:25][Si:26]([CH:33]([CH3:35])[CH3:34])([CH:30]([CH3:32])[CH3:31])[CH:27]([CH3:29])[CH3:28])=[CH2:24])=[N:14][C:13]=2[CH3:36])[C@H:9]2[C@H:5]([O:6][C:7]([CH3:11])([CH3:10])[O:8]2)[CH2:4][O:3]1.[BH4-].[Na+]. The catalyst is C(O)C. The product is [OH:1][C@@H:2]([C@H:9]1[C@@H:5]([CH2:4][OH:3])[O:6][C:7]([CH3:11])([CH3:10])[O:8]1)[C:12]1[N:16]([S:17]([N:20]([CH3:22])[CH3:21])(=[O:19])=[O:18])[C:15]([C:23]([O:25][Si:26]([CH:30]([CH3:31])[CH3:32])([CH:27]([CH3:29])[CH3:28])[CH:33]([CH3:34])[CH3:35])=[CH2:24])=[N:14][C:13]=1[CH3:36]. The yield is 0.900. (3) The reactants are [F:1][C:2]([F:11])([F:10])[C:3]1[CH:9]=[CH:8][C:6]([NH2:7])=[CH:5][CH:4]=1.[S-:12][C:13]#[N:14].[K+]. The catalyst is Cl. The product is [F:1][C:2]([F:10])([F:11])[C:3]1[CH:9]=[CH:8][C:6]([NH:7][C:13]([NH2:14])=[S:12])=[CH:5][CH:4]=1. The yield is 1.00. (4) The reactants are [CH3:1][C@H:2]([NH2:9])[C:3]1[CH:8]=[CH:7][CH:6]=[CH:5][CH:4]=1.Cl[CH2:11][Si:12]([CH3:15])([CH3:14])[CH3:13].C(N(CC)CC)C. The yield is 0.400. The product is [CH3:11][Si:12]([CH2:15][NH:9][CH:2]([CH3:1])[C:3]1[CH:8]=[CH:7][CH:6]=[CH:5][CH:4]=1)([CH3:14])[CH3:13]. No catalyst specified. (5) The reactants are [F:1][C:2]1[C:7]([C:8]2[C:15]([N+:16]([O-])=O)=[CH:14][C:11]([C:12]#[N:13])=[CH:10][C:9]=2[N+:19]([O-])=O)=[CH:6][C:5]([CH3:22])=[CH:4][N:3]=1.O. The catalyst is CC(O)=O.[Fe]. The product is [NH2:19][C:9]1[CH:10]=[C:11]([CH:14]=[C:15]([NH2:16])[C:8]=1[C:7]1[C:2]([F:1])=[N:3][CH:4]=[C:5]([CH3:22])[CH:6]=1)[C:12]#[N:13]. The yield is 0.660.